From a dataset of Forward reaction prediction with 1.9M reactions from USPTO patents (1976-2016). Predict the product of the given reaction. (1) Given the reactants [CH3:1][C:2]1[CH:7]=[CH:6][C:5]([NH:8]C(OCC2C=CC=CC=2)=O)=[CH:4][C:3]=1[CH:19]1[CH2:24][CH2:23][N:22]([CH2:25][C:26]2[CH:31]=[CH:30][C:29]([O:32][C:33]3[CH:38]=[C:37]([F:39])[C:36]([F:40])=[CH:35][C:34]=3[F:41])=[CH:28][CH:27]=2)[CH2:21][CH2:20]1, predict the reaction product. The product is: [CH3:1][C:2]1[CH:7]=[CH:6][C:5]([NH2:8])=[CH:4][C:3]=1[CH:19]1[CH2:20][CH2:21][N:22]([CH2:25][C:26]2[CH:27]=[CH:28][C:29]([O:32][C:33]3[CH:38]=[C:37]([F:39])[C:36]([F:40])=[CH:35][C:34]=3[F:41])=[CH:30][CH:31]=2)[CH2:23][CH2:24]1. (2) Given the reactants [C:1]1([CH2:7][CH2:8][N:9]2[CH2:14][CH2:13][CH:12](C(OCC)=O)[CH2:11][CH2:10]2)[CH:6]=[CH:5][CH:4]=[CH:3][CH:2]=1.[F:20][C:21]1[CH:26]=[CH:25][C:24]([CH:27](N)[C:28]2[CH:33]=[CH:32][C:31]([F:34])=[CH:30][CH:29]=2)=[CH:23][CH:22]=1.C[CH2:37][N:38]=[C:39]=NCCCN(C)C.C1C=CC2N([OH:56])N=NC=2C=1, predict the reaction product. The product is: [F:20][C:21]1[CH:26]=[CH:25][C:24]([CH:27]([C:28]2[CH:33]=[CH:32][C:31]([F:34])=[CH:30][CH:29]=2)[CH2:37][NH:38][C:39]([CH:14]2[CH2:13][CH2:12][CH2:11][CH2:10][N:9]2[CH2:8][CH2:7][C:1]2[CH:2]=[CH:3][CH:4]=[CH:5][CH:6]=2)=[O:56])=[CH:23][CH:22]=1. (3) The product is: [O:40]=[C:23]1[CH2:24][C:25]2[C:30](=[CH:29][CH:28]=[CH:27][C:26]=2[C:31]2[CH:32]=[N:33][CH:34]=[C:35]([CH:39]=2)[C:36]([OH:38])=[O:37])[NH:22]1. Given the reactants [Br-].[Br-].[Br-].[NH+]1C=CC=CC=1.[NH+]1C=CC=CC=1.[NH+]1C=CC=CC=1.[NH:22]1[C:30]2[C:25](=[C:26]([C:31]3[CH:32]=[N:33][CH:34]=[C:35]([CH:39]=3)[C:36]([OH:38])=[O:37])[CH:27]=[CH:28][CH:29]=2)[CH:24]=[CH:23]1.[OH2:40], predict the reaction product. (4) The product is: [CH3:4][N:5]1[C:9]([CH2:10][C:11]2[CH:16]=[CH:15][N:14]=[C:13]([N:17]3[CH2:22][CH2:21][N:20]([CH3:1])[CH2:19][CH2:18]3)[CH:12]=2)=[N:8][C:7]([C:23]2[O:27][N:26]=[C:25]([C:28]3[CH:29]=[CH:30][C:31]([O:34][C:35]([F:38])([F:37])[F:36])=[CH:32][CH:33]=3)[N:24]=2)=[N:6]1. Given the reactants [CH:1]([O-])=O.[CH3:4][N:5]1[C:9]([CH2:10][C:11]2[CH:16]=[CH:15][N:14]=[C:13]([N:17]3[CH2:22][CH2:21][NH2+:20][CH2:19][CH2:18]3)[CH:12]=2)=[N:8][C:7]([C:23]2[O:27][N:26]=[C:25]([C:28]3[CH:33]=[CH:32][C:31]([O:34][C:35]([F:38])([F:37])[F:36])=[CH:30][CH:29]=3)[N:24]=2)=[N:6]1.C=O.[BH3-]C#N.[Na+], predict the reaction product. (5) Given the reactants [CH2:1]([O:8][C:9]1[C:10](=[O:35])[C:11]([C:32](O)=[O:33])=[CH:12][N:13]([CH2:26][CH:27]([O:30][CH3:31])[O:28][CH3:29])[C:14]=1[C:15](=[O:25])[NH:16][CH2:17][C:18]1[CH:23]=[CH:22][CH:21]=[C:20]([Cl:24])[CH:19]=1)[C:2]1[CH:7]=[CH:6][CH:5]=[CH:4][CH:3]=1.S(Cl)(Cl)=O.[H-].[Al+3].[Li+].[H-].[H-].[H-].O1CCCC1.S([O-])(O)(=O)=O.[K+], predict the reaction product. The product is: [Cl:24][C:20]1[CH:19]=[C:18]([CH:23]=[CH:22][CH:21]=1)[CH2:17][NH:16][C:15]([C:14]1[N:13]([CH2:26][CH:27]([O:28][CH3:29])[O:30][CH3:31])[CH:12]=[C:11]([CH2:32][OH:33])[C:10](=[O:35])[C:9]=1[O:8][CH2:1][C:2]1[CH:7]=[CH:6][CH:5]=[CH:4][CH:3]=1)=[O:25]. (6) Given the reactants Br[C:2]1[CH:3]=[C:4]([CH3:8])[CH:5]=[CH:6][CH:7]=1.[CH3:9][C:10]1[CH:16]=[CH:15][CH:14]=[C:13]([CH3:17])[C:11]=1[NH2:12], predict the reaction product. The product is: [CH3:9][C:10]1[CH:16]=[CH:15][CH:14]=[C:13]([CH3:17])[C:11]=1[NH:12][C:2]1[CH:3]=[C:4]([CH3:8])[CH:5]=[CH:6][CH:7]=1.